This data is from NCI-60 drug combinations with 297,098 pairs across 59 cell lines. The task is: Regression. Given two drug SMILES strings and cell line genomic features, predict the synergy score measuring deviation from expected non-interaction effect. (1) Drug 1: CC1C(C(=O)NC(C(=O)N2CCCC2C(=O)N(CC(=O)N(C(C(=O)O1)C(C)C)C)C)C(C)C)NC(=O)C3=C4C(=C(C=C3)C)OC5=C(C(=O)C(=C(C5=N4)C(=O)NC6C(OC(=O)C(N(C(=O)CN(C(=O)C7CCCN7C(=O)C(NC6=O)C(C)C)C)C)C(C)C)C)N)C. Drug 2: C1C(C(OC1N2C=NC3=C2NC=NCC3O)CO)O. Cell line: SK-MEL-28. Synergy scores: CSS=1.46, Synergy_ZIP=-4.45, Synergy_Bliss=-3.78, Synergy_Loewe=-14.4, Synergy_HSA=-3.76. (2) Synergy scores: CSS=51.8, Synergy_ZIP=0.404, Synergy_Bliss=2.21, Synergy_Loewe=-3.87, Synergy_HSA=-0.00803. Drug 2: CC12CCC3C(C1CCC2OP(=O)(O)O)CCC4=C3C=CC(=C4)OC(=O)N(CCCl)CCCl.[Na+]. Cell line: COLO 205. Drug 1: CS(=O)(=O)OCCCCOS(=O)(=O)C.